Task: Predict the product of the given reaction.. Dataset: Forward reaction prediction with 1.9M reactions from USPTO patents (1976-2016) (1) Given the reactants [C:1]([C:3]1[CH:8]=[CH:7][C:6]([N:9]2[C:13](=[O:14])[C:12]([CH3:16])([CH3:15])[N:11]([C:17]3[CH:36]=[CH:35][C:20]([O:21][CH:22]4[CH:26]([OH:27])[CH2:25][N:24](C(OC(C)(C)C)=O)[CH2:23]4)=[C:19]([F:37])[CH:18]=3)[C:10]2=[S:38])=[CH:5][C:4]=1[C:39]([F:42])([F:41])[F:40])#[N:2].[ClH:43], predict the reaction product. The product is: [ClH:43].[F:37][C:19]1[CH:18]=[C:17]([N:11]2[C:12]([CH3:15])([CH3:16])[C:13](=[O:14])[N:9]([C:6]3[CH:7]=[CH:8][C:3]([C:1]#[N:2])=[C:4]([C:39]([F:42])([F:40])[F:41])[CH:5]=3)[C:10]2=[S:38])[CH:36]=[CH:35][C:20]=1[O:21][CH:22]1[CH:26]([OH:27])[CH2:25][NH:24][CH2:23]1. (2) Given the reactants [F:1][C:2]1[CH:3]=[N:4][CH:5]=[CH:6][C:7]=1[CH2:8][CH:9]1[CH2:18][CH2:17][C:16]2[C:11](=[CH:12][C:13]([O:21][CH3:22])=[C:14]([O:19][CH3:20])[CH:15]=2)[C:10]1=[O:23].[CH2:24]([Br:31])[C:25]1[CH:30]=[CH:29][CH:28]=[CH:27][CH:26]=1, predict the reaction product. The product is: [Br-:31].[CH2:24]([N+:4]1[CH:5]=[CH:6][C:7]([CH2:8][CH:9]2[CH2:18][CH2:17][C:16]3[C:11](=[CH:12][C:13]([O:21][CH3:22])=[C:14]([O:19][CH3:20])[CH:15]=3)[C:10]2=[O:23])=[C:2]([F:1])[CH:3]=1)[C:25]1[CH:30]=[CH:29][CH:28]=[CH:27][CH:26]=1. (3) The product is: [CH2:31]([N:28]([CH2:29][CH3:30])[C:25]1[N:24]=[CH:23][C:22]([CH2:21][NH:20][C:12]2[C:13]3[C:18]([CH3:19])=[N:17][CH:16]=[N:15][C:14]=3[N:9]([OH:8])[C:10](=[O:33])[CH:11]=2)=[CH:27][CH:26]=1)[CH3:32]. Given the reactants C([O:8][N:9]1[C:14]2[N:15]=[CH:16][N:17]=[C:18]([CH3:19])[C:13]=2[C:12]([NH:20][CH2:21][C:22]2[CH:23]=[N:24][C:25]([N:28]([CH2:31][CH3:32])[CH2:29][CH3:30])=[CH:26][CH:27]=2)=[CH:11][C:10]1=[O:33])C1C=CC=CC=1.[H][H], predict the reaction product. (4) The product is: [Cl:18][C:19]1[C:24]([S:25]([N:3]([CH3:2])[C:4]2[CH:5]=[CH:6][CH:7]=[C:8]3[C:12]=2[NH:11][C:10]([C:13]2[S:14][CH:15]=[CH:16][N:17]=2)=[CH:9]3)(=[O:27])=[O:26])=[CH:23][CH:22]=[CH:21][N:20]=1. Given the reactants Cl.[CH3:2][NH:3][C:4]1[CH:5]=[CH:6][CH:7]=[C:8]2[C:12]=1[NH:11][C:10]([C:13]1[S:14][CH:15]=[CH:16][N:17]=1)=[CH:9]2.[Cl:18][C:19]1[C:24]([S:25](Cl)(=[O:27])=[O:26])=[CH:23][CH:22]=[CH:21][N:20]=1, predict the reaction product. (5) Given the reactants O[CH2:2][C:3]1[CH:4]=[C:5]2[C:9](=[CH:10][C:11]=1[F:12])[N:8]([C:13]([O:15][C:16]([CH3:19])([CH3:18])[CH3:17])=[O:14])[N:7]=[CH:6]2.C(Cl)[Cl:21].N1C=CC=CC=1.CS(Cl)(=O)=O, predict the reaction product. The product is: [Cl:21][CH2:2][C:3]1[CH:4]=[C:5]2[C:9](=[CH:10][C:11]=1[F:12])[N:8]([C:13]([O:15][C:16]([CH3:19])([CH3:18])[CH3:17])=[O:14])[N:7]=[CH:6]2. (6) The product is: [I:1][C:2]1[CH:10]=[CH:9][C:5]([C:6]([NH:15][CH:46]2[CH2:47][CH2:48][CH2:49][CH2:50][N:45]2[CH3:44])=[O:8])=[CH:4][C:3]=1[O:11][CH3:12]. Given the reactants [I:1][C:2]1[CH:10]=[CH:9][C:5]([C:6]([OH:8])=O)=[CH:4][C:3]=1[O:11][CH3:12].C([N:15](C(C)C)C(C)C)C.CN(C(ON1N=NC2C=CC=CC1=2)=[N+](C)C)C.[B-](F)(F)(F)F.[CH3:44][N:45]1[CH2:50][CH2:49][CH:48](N)[CH2:47][CH2:46]1, predict the reaction product.